Dataset: Forward reaction prediction with 1.9M reactions from USPTO patents (1976-2016). Task: Predict the product of the given reaction. (1) The product is: [CH2:1]([O:8][C:9]1[CH:14]=[CH:13][N:12]([C:24]2[CH:29]=[CH:28][C:27]([S:30]([CH3:33])(=[O:32])=[O:31])=[CH:26][C:25]=2[F:34])[C:11](=[O:15])[CH:10]=1)[C:2]1[CH:3]=[CH:4][CH:5]=[CH:6][CH:7]=1. Given the reactants [CH2:1]([O:8][C:9]1[CH:14]=[CH:13][NH:12][C:11](=[O:15])[CH:10]=1)[C:2]1[CH:7]=[CH:6][CH:5]=[CH:4][CH:3]=1.CN(C=O)C.[H-].[Na+].F[C:24]1[CH:29]=[CH:28][C:27]([S:30]([CH3:33])(=[O:32])=[O:31])=[CH:26][C:25]=1[F:34], predict the reaction product. (2) Given the reactants [CH3:1][C:2]1[CH:7]=[CH:6][N:5]=[C:4]([S:8][CH3:9])[N:3]=1.[Cl:10][C:11]1[C:20]([NH:21][C:22](=[O:27])[C:23]([CH3:26])([CH3:25])[CH3:24])=[CH:19][C:18]([F:28])=[CH:17][C:12]=1[C:13](OC)=[O:14].[Li+].C[Si]([N-][Si](C)(C)C)(C)C, predict the reaction product. The product is: [Cl:10][C:11]1[C:12]([C:13](=[O:14])[CH2:1][C:2]2[CH:7]=[CH:6][N:5]=[C:4]([S:8][CH3:9])[N:3]=2)=[CH:17][C:18]([F:28])=[CH:19][C:20]=1[NH:21][C:22](=[O:27])[C:23]([CH3:25])([CH3:24])[CH3:26]. (3) Given the reactants [C:1]12([OH:11])[CH2:10][CH:5]3[CH2:6][CH:7]([CH2:9][CH:3]([CH2:4]3)[CH2:2]1)[CH2:8]2.[C:12](Cl)(=[O:15])[CH:13]=[CH2:14], predict the reaction product. The product is: [C:12]([O:11][C:1]12[CH2:8][CH:7]3[CH2:6][CH:5]([CH2:4][CH:3]([CH2:9]3)[CH2:2]1)[CH2:10]2)(=[O:15])[CH:13]=[CH2:14]. (4) The product is: [Cl:16][CH:3]([C:4]1[CH:11]=[CH:10][C:7]([C:8]#[N:9])=[CH:6][CH:5]=1)[C:2](=[O:1])[CH3:12]. Given the reactants [O:1]=[C:2]([CH3:12])[CH2:3][C:4]1[CH:11]=[CH:10][C:7]([C:8]#[N:9])=[CH:6][CH:5]=1.S(Cl)([Cl:16])(=O)=O, predict the reaction product.